Task: Predict the product of the given reaction.. Dataset: Forward reaction prediction with 1.9M reactions from USPTO patents (1976-2016) (1) The product is: [N:3]1[CH:4]=[CH:5][C:6]([O:9][CH:10]([C:12]2[CH:13]=[CH:14][C:15]([C:16]([OH:18])=[O:17])=[CH:20][CH:21]=2)[CH3:11])=[CH:7][CH:8]=1. Given the reactants CO.[N:3]1[CH:8]=[CH:7][C:6]([O:9][CH:10]([C:12]2[CH:21]=[CH:20][C:15]([C:16]([O:18]C)=[O:17])=[CH:14][CH:13]=2)[CH3:11])=[CH:5][CH:4]=1.[OH-].[Li+].Cl, predict the reaction product. (2) Given the reactants [Cl:1][C:2]1[CH:18]=[C:17]([F:19])[C:5]2[CH2:6][CH2:7][N:8]([C:11](=[O:16])[C:12]([F:15])([F:14])[F:13])[CH2:9][CH2:10][C:4]=2[C:3]=1OS(C(F)(F)F)(=O)=O.[F:28][C:29]1[CH:30]=[C:31]([CH:34]=[CH:35][CH:36]=1)[CH2:32][NH2:33], predict the reaction product. The product is: [Cl:1][C:2]1[CH:18]=[C:17]([F:19])[C:5]2[CH2:6][CH2:7][N:8]([C:11](=[O:16])[C:12]([F:13])([F:15])[F:14])[CH2:9][CH2:10][C:4]=2[C:3]=1[NH:33][CH2:32][C:31]1[CH:34]=[CH:35][CH:36]=[C:29]([F:28])[CH:30]=1. (3) The product is: [NH2:1][C:2]1[S:3][C:4](/[CH:12]=[CH:13]\[S:14][C:15]([C:22]2[CH:27]=[CH:26][CH:25]=[CH:24][CH:23]=2)([C:28]2[CH:29]=[CH:30][CH:31]=[CH:32][CH:33]=2)[C:16]2[CH:21]=[CH:20][CH:19]=[CH:18][CH:17]=2)=[C:5]([C:7](=[O:8])[NH2:34])[N:6]=1. Given the reactants [NH2:1][C:2]1[S:3][C:4](/[CH:12]=[CH:13]\[S:14][C:15]([C:28]2[CH:33]=[CH:32][CH:31]=[CH:30][CH:29]=2)([C:22]2[CH:27]=[CH:26][CH:25]=[CH:24][CH:23]=2)[C:16]2[CH:21]=[CH:20][CH:19]=[CH:18][CH:17]=2)=[C:5]([C:7](OCC)=[O:8])[N:6]=1.[NH3:34].O1CCOCC1, predict the reaction product. (4) Given the reactants [Br:1][C:2]1[CH:11]=[CH:10][C:9]2[N:8]=[C:7](Cl)[C:6]3=[N:13][N:14](CC4C=CC(OC)=CC=4)[CH:15]=[C:5]3[C:4]=2[CH:3]=1.[CH3:25][N:26]([CH3:34])[C:27]1[CH:32]=[CH:31][C:30]([NH2:33])=[CH:29][CH:28]=1.Cl, predict the reaction product. The product is: [Br:1][C:2]1[CH:11]=[CH:10][C:9]2[N:8]=[C:7]([NH:33][C:30]3[CH:31]=[CH:32][C:27]([N:26]([CH3:34])[CH3:25])=[CH:28][CH:29]=3)[C:6]3=[N:13][NH:14][CH:15]=[C:5]3[C:4]=2[CH:3]=1. (5) The product is: [CH3:21][N:22]1[CH2:27][CH2:26][N:25]([C:2]2=[N:3][C:4]3[CH:16]=[C:15]([C:17]([O:19][CH3:20])=[O:18])[CH:14]=[CH:13][C:5]=3[O:6][C:7]3[CH:12]=[CH:11][CH:10]=[CH:9][C:8]2=3)[CH2:24][CH2:23]1. Given the reactants Cl[C:2]1=[N:3][C:4]2[CH:16]=[C:15]([C:17]([O:19][CH3:20])=[O:18])[CH:14]=[CH:13][C:5]=2[O:6][C:7]2[CH:12]=[CH:11][CH:10]=[CH:9][C:8]1=2.[CH3:21][N:22]1[CH2:27][CH2:26][NH:25][CH2:24][CH2:23]1, predict the reaction product. (6) Given the reactants Br[C:2]1[C:3]2[C:4]3[CH:17]=[CH:16][S:15][C:5]=3[C:6](=[O:14])[NH:7][C:8]=2[CH:9]=[CH:10][C:11]=1[O:12][CH3:13].[F:18][C:19]1[CH:24]=[C:23](B2OC(C)(C)C(C)(C)O2)[CH:22]=[CH:21][C:20]=1[CH:34]([CH3:44])[CH2:35][NH:36][C:37](=[O:43])[O:38][C:39]([CH3:42])([CH3:41])[CH3:40], predict the reaction product. The product is: [F:18][C:19]1[CH:24]=[C:23]([C:2]2[C:3]3[C:4]4[CH:17]=[CH:16][S:15][C:5]=4[C:6](=[O:14])[NH:7][C:8]=3[CH:9]=[CH:10][C:11]=2[O:12][CH3:13])[CH:22]=[CH:21][C:20]=1[CH:34]([CH3:44])[CH2:35][NH:36][C:37](=[O:43])[O:38][C:39]([CH3:41])([CH3:40])[CH3:42]. (7) Given the reactants C([O:3][C:4](=[O:31])[C@@H:5]([O:28][CH2:29][CH3:30])[CH2:6][C:7]1[CH:12]=[CH:11][C:10]([O:13][CH2:14][C:15]2[S:16][C:17]([C:21]3[CH:26]=[CH:25][C:24]([F:27])=[CH:23][CH:22]=3)=[CH:18][C:19]=2[CH3:20])=[CH:9][CH:8]=1)C.C(OC(=O)[C@@H](OCC)CC1C=CC(OCC2SC(Br)=CC=2C)=CC=1)C.FC1C=CC(B(O)O)=CC=1, predict the reaction product. The product is: [CH2:29]([O:28][C@@H:5]([CH2:6][C:7]1[CH:8]=[CH:9][C:10]([O:13][CH2:14][C:15]2[S:16][C:17]([C:21]3[CH:22]=[CH:23][C:24]([F:27])=[CH:25][CH:26]=3)=[CH:18][C:19]=2[CH3:20])=[CH:11][CH:12]=1)[C:4]([OH:31])=[O:3])[CH3:30]. (8) Given the reactants C(Cl)(=O)C(Cl)=O.CS(C)=O.[CH:11]([C:14]1[CH:19]=[CH:18][C:17](/[CH:20]=[CH:21]/[CH2:22][OH:23])=[CH:16][CH:15]=1)([CH3:13])[CH3:12].C(N(CC)CC)C, predict the reaction product. The product is: [CH:11]([C:14]1[CH:15]=[CH:16][C:17](/[CH:20]=[CH:21]/[CH:22]=[O:23])=[CH:18][CH:19]=1)([CH3:13])[CH3:12]. (9) Given the reactants [NH2:1][CH:2]([CH2:8][CH:9]=[C:10]1[CH2:15][CH2:14][O:13][CH2:12][CH2:11]1)[C:3]([O:5][CH2:6][CH3:7])=[O:4].CCN(C(C)C)C(C)C.[N+:25]([C:28]1[CH:33]=[CH:32][C:31]([S:34](Cl)(=[O:36])=[O:35])=[CH:30][CH:29]=1)([O-:27])=[O:26], predict the reaction product. The product is: [N+:25]([C:28]1[CH:29]=[CH:30][C:31]([S:34]([NH:1][CH:2]([CH2:8][CH:9]=[C:10]2[CH2:11][CH2:12][O:13][CH2:14][CH2:15]2)[C:3]([O:5][CH2:6][CH3:7])=[O:4])(=[O:36])=[O:35])=[CH:32][CH:33]=1)([O-:27])=[O:26]. (10) Given the reactants O[CH2:2][C:3]1[CH:8]=[CH:7][C:6]([CH2:9][CH2:10][C:11]2[N:12]=[C:13]([NH:16][C:17](=[O:19])[CH3:18])[S:14][CH:15]=2)=[CH:5][CH:4]=1.C(Cl)(Cl)(Cl)[Cl:21].C1(P(C2C=CC=CC=2)C2C=CC=CC=2)C=CC=CC=1, predict the reaction product. The product is: [Cl:21][CH2:2][C:3]1[CH:8]=[CH:7][C:6]([CH2:9][CH2:10][C:11]2[N:12]=[C:13]([NH:16][C:17](=[O:19])[CH3:18])[S:14][CH:15]=2)=[CH:5][CH:4]=1.